Dataset: Forward reaction prediction with 1.9M reactions from USPTO patents (1976-2016). Task: Predict the product of the given reaction. (1) The product is: [Cl:21][C:22]1[CH:30]=[CH:29][C:28]([CH2:31][NH:32][C:33](=[O:38])[C:34]([CH3:36])([CH3:35])[CH3:37])=[CH:27][C:23]=1[C:24]([NH:19][C:14]1[CH:15]=[CH:16][CH:17]=[C:18]2[C:13]=1[N:12]=[CH:11][N:10]=[C:9]2[O:8][CH:5]1[CH2:4][CH2:3][C:2]([CH3:20])([CH3:1])[CH2:7][CH2:6]1)=[O:25]. Given the reactants [CH3:1][C:2]1([CH3:20])[CH2:7][CH2:6][CH:5]([O:8][C:9]2[C:18]3[C:13](=[C:14]([NH2:19])[CH:15]=[CH:16][CH:17]=3)[N:12]=[CH:11][N:10]=2)[CH2:4][CH2:3]1.[Cl:21][C:22]1[CH:30]=[CH:29][C:28]([CH2:31][NH:32][C:33](=[O:38])[C:34]([CH3:37])([CH3:36])[CH3:35])=[CH:27][C:23]=1[C:24](O)=[O:25].C(Cl)(=O)C(Cl)=O.CCN(C(C)C)C(C)C, predict the reaction product. (2) Given the reactants [Si]([O:8][C@H:9]1[CH2:14][CH2:13][C@H:12]([N:15]2[C:19](=[O:20])[C:18]3=[CH:21][CH:22]=[CH:23][CH:24]=[C:17]3[C:16]2=[O:25])[CH2:11][CH2:10]1)(C(C)(C)C)(C)C.C([SiH](CC)CC)C.[Bi](Br)(Br)Br.[C:37]1(=O)[CH2:40][CH2:39][CH2:38]1, predict the reaction product. The product is: [CH:37]1([O:8][C@H:9]2[CH2:14][CH2:13][C@H:12]([N:15]3[C:19](=[O:20])[C:18]4=[CH:21][CH:22]=[CH:23][CH:24]=[C:17]4[C:16]3=[O:25])[CH2:11][CH2:10]2)[CH2:40][CH2:39][CH2:38]1. (3) Given the reactants ClC1C=CC(S([N:11]2C3CCC[CH:12]2[C:13]2C=NN[C:17]=2[CH:18]3F)(=O)=O)=CC=1.[C:24]([O-:27])(=[O:26])[CH3:25].[Na+].[C:29]([O:33][C:34]([CH3:37])([CH3:36])[CH3:35])(=[O:32])[CH:30]=[CH2:31].[C:38]1(C)C=CC=CC=1, predict the reaction product. The product is: [CH3:38][O:26][C:24]([C:25]1[CH:18]=[CH:17][CH:13]=[C:12]([CH:31]=[CH:30][C:29]([O:33][C:34]([CH3:37])([CH3:36])[CH3:35])=[O:32])[N:11]=1)=[O:27]. (4) Given the reactants [F:1][C:2]([F:13])([F:12])[C:3]1[CH:8]=[CH:7][C:6]([N:9]=[C:10]=[O:11])=[CH:5][CH:4]=1.[NH2:14][CH:15]([CH:31]([CH3:33])[CH3:32])[C:16]([N:18]([CH2:24][C:25]1[CH:30]=[CH:29][CH:28]=[CH:27][CH:26]=1)[CH2:19][CH2:20][N:21]([CH3:23])[CH3:22])=[O:17], predict the reaction product. The product is: [CH2:24]([N:18]([CH2:19][CH2:20][N:21]([CH3:22])[CH3:23])[C:16](=[O:17])[C@@H:15]([NH:14][C:10]([NH:9][C:6]1[CH:5]=[CH:4][C:3]([C:2]([F:12])([F:13])[F:1])=[CH:8][CH:7]=1)=[O:11])[CH:31]([CH3:32])[CH3:33])[C:25]1[CH:30]=[CH:29][CH:28]=[CH:27][CH:26]=1. (5) Given the reactants [F:1][C:2]1[CH:7]=[CH:6][C:5]([CH2:8][C:9]2[CH:18]=[C:17]3[C:12]([C:13]([OH:30])=[C:14]([C:25](OCC)=[O:26])[C:15](=[O:24])[N:16]3[CH2:19][C:20]([F:23])([F:22])[F:21])=[N:11][CH:10]=2)=[CH:4][CH:3]=1.[NH2:31][CH2:32][CH2:33][OH:34], predict the reaction product. The product is: [F:1][C:2]1[CH:3]=[CH:4][C:5]([CH2:8][C:9]2[CH:18]=[C:17]3[C:12]([C:13]([OH:30])=[C:14]([C:25]([NH:31][CH2:32][CH2:33][OH:34])=[O:26])[C:15](=[O:24])[N:16]3[CH2:19][C:20]([F:22])([F:23])[F:21])=[N:11][CH:10]=2)=[CH:6][CH:7]=1.